Task: Predict which catalyst facilitates the given reaction.. Dataset: Catalyst prediction with 721,799 reactions and 888 catalyst types from USPTO Reactant: [F:1][C:2]([F:7])([F:6])[C:3]([OH:5])=[O:4].FC(F)(F)C(O)=O.[CH3:15][O:16][C:17]1[CH:18]=[CH:19][C:20]([CH2:35][N:36]2[CH2:41][CH2:40][NH:39][CH2:38][CH2:37]2)=[C:21]2[C:25]=1[N:24]([S:26]([C:29]1[CH:34]=[CH:33][CH:32]=[CH:31][CH:30]=1)(=[O:28])=[O:27])[CH:23]=[CH:22]2.[NH:42]1CCNC[CH2:43]1.C[Si](C#N)(C)C. Product: [F:1][C:2]([F:7])([F:6])[C:3]([OH:5])=[O:4].[CH3:15][O:16][C:17]1[CH:18]=[CH:19][C:20]([CH:35]([N:36]2[CH2:41][CH2:40][NH:39][CH2:38][CH2:37]2)[C:43]#[N:42])=[C:21]2[C:25]=1[N:24]([S:26]([C:29]1[CH:30]=[CH:31][CH:32]=[CH:33][CH:34]=1)(=[O:28])=[O:27])[CH:23]=[CH:22]2. The catalyst class is: 5.